From a dataset of Full USPTO retrosynthesis dataset with 1.9M reactions from patents (1976-2016). Predict the reactants needed to synthesize the given product. (1) Given the product [CH2:1]([O:3][C:4]([C:6]1[C:7](=[O:25])[N:8]([CH2:18][C:19]2[CH:24]=[CH:23][CH:22]=[CH:21][CH:20]=2)[C:9]2[C:14]([C:15]=1[Cl:28])=[CH:13][C:12]([F:17])=[CH:11][CH:10]=2)=[O:5])[CH3:2], predict the reactants needed to synthesize it. The reactants are: [CH2:1]([O:3][C:4]([C:6]1[C:7](=[O:25])[N:8]([CH2:18][C:19]2[CH:24]=[CH:23][CH:22]=[CH:21][CH:20]=2)[C:9]2[C:14]([C:15]=1O)=[CH:13][C:12]([F:17])=[CH:11][CH:10]=2)=[O:5])[CH3:2].P(Cl)(Cl)([Cl:28])=O. (2) Given the product [F:19][C:20]1[CH:25]=[CH:24][C:23]([C:2]2[CH:3]=[N:4][C:5]3[N:6]([CH:8]=[C:9]([CH2:11][O:12][C:13]4[CH:18]=[CH:17][CH:16]=[CH:15][N:14]=4)[N:10]=3)[CH:7]=2)=[C:22]([CH2:29][OH:30])[CH:21]=1, predict the reactants needed to synthesize it. The reactants are: Br[C:2]1[CH:3]=[N:4][C:5]2[N:6]([CH:8]=[C:9]([CH2:11][O:12][C:13]3[CH:18]=[CH:17][CH:16]=[CH:15][N:14]=3)[N:10]=2)[CH:7]=1.[F:19][C:20]1[CH:25]=[CH:24][C:23](B(O)O)=[C:22]([CH2:29][OH:30])[CH:21]=1.